This data is from Catalyst prediction with 721,799 reactions and 888 catalyst types from USPTO. The task is: Predict which catalyst facilitates the given reaction. (1) The catalyst class is: 50. Product: [CH3:11][Si:10]([CH3:13])([CH3:12])[O:9][C@H:5]1[CH2:6][CH2:7][CH2:8][C@@H:4]1[NH:1][C:26](=[O:27])[O:25][C:21]([CH3:24])([CH3:23])[CH3:22]. Reactant: [N:1]([C@H:4]1[CH2:8][CH2:7][CH2:6][C@@H:5]1[O:9][Si:10]([CH3:13])([CH3:12])[CH3:11])=[N+]=[N-].O.C(=O)([O-])[O-].[Na+].[Na+].[C:21]([O:25][C:26](O[C:26]([O:25][C:21]([CH3:24])([CH3:23])[CH3:22])=[O:27])=[O:27])([CH3:24])([CH3:23])[CH3:22]. (2) Reactant: [C:1]([CH2:3][CH2:4][N:5]([CH2:10][CH2:11][CH2:12][CH2:13][CH2:14][CH2:15][CH2:16][CH2:17][CH2:18][CH2:19][CH2:20][CH3:21])[CH2:6][CH2:7][C:8]#[N:9])#[N:2].[H][H]. Product: [NH2:2][CH2:1][CH2:3][CH2:4][N:5]([CH2:10][CH2:11][CH2:12][CH2:13][CH2:14][CH2:15][CH2:16][CH2:17][CH2:18][CH2:19][CH2:20][CH3:21])[CH2:6][CH2:7][CH2:8][NH2:9]. The catalyst class is: 12.